Task: Predict the reactants needed to synthesize the given product.. Dataset: Full USPTO retrosynthesis dataset with 1.9M reactions from patents (1976-2016) (1) Given the product [C:11]([O:15][C:16](=[O:24])[NH:17][CH:18]1[CH2:23][CH2:22][N:21]([C:2]2[CH:7]=[CH:6][C:5]([N+:8]([O-:10])=[O:9])=[CH:4][CH:3]=2)[CH2:20][CH2:19]1)([CH3:14])([CH3:12])[CH3:13], predict the reactants needed to synthesize it. The reactants are: F[C:2]1[CH:7]=[CH:6][C:5]([N+:8]([O-:10])=[O:9])=[CH:4][CH:3]=1.[C:11]([O:15][C:16](=[O:24])[NH:17][CH:18]1[CH2:23][CH2:22][NH:21][CH2:20][CH2:19]1)([CH3:14])([CH3:13])[CH3:12].C([O-])([O-])=O.[K+].[K+].C([O-])(O)=O.[Na+]. (2) Given the product [C:1]([OH:5])(=[O:4])[CH:2]=[CH2:3].[NH2:35][C:36]([O:38][CH2:39][CH3:40])=[O:37], predict the reactants needed to synthesize it. The reactants are: [C:1]([O:5]CC(O)C)(=[O:4])[CH:2]=[CH2:3].COC1C=CC(O)=CC=1.O=C=NC1CC(C)(C)CC(C)(CN=C=O)C1.[NH2:35][C:36]([O:38][CH2:39][CH3:40])=[O:37].